This data is from NCI-60 drug combinations with 297,098 pairs across 59 cell lines. The task is: Regression. Given two drug SMILES strings and cell line genomic features, predict the synergy score measuring deviation from expected non-interaction effect. Drug 1: C1CC(=O)NC(=O)C1N2C(=O)C3=CC=CC=C3C2=O. Drug 2: CC(C)NC(=O)C1=CC=C(C=C1)CNNC.Cl. Cell line: NCI/ADR-RES. Synergy scores: CSS=2.51, Synergy_ZIP=1.20, Synergy_Bliss=-9.01, Synergy_Loewe=-8.21, Synergy_HSA=-6.94.